This data is from Peptide-MHC class I binding affinity with 185,985 pairs from IEDB/IMGT. The task is: Regression. Given a peptide amino acid sequence and an MHC pseudo amino acid sequence, predict their binding affinity value. This is MHC class I binding data. (1) The peptide sequence is YQVPFVQAF. The MHC is HLA-A23:01 with pseudo-sequence HLA-A23:01. The binding affinity (normalized) is 0.213. (2) The peptide sequence is QTHFPQFYW. The MHC is HLA-A02:06 with pseudo-sequence HLA-A02:06. The binding affinity (normalized) is 0. (3) The peptide sequence is NPHNTAESRL. The MHC is Patr-B1301 with pseudo-sequence Patr-B1301. The binding affinity (normalized) is 0.513. (4) The peptide sequence is VKMPTHRHI. The MHC is HLA-A23:01 with pseudo-sequence HLA-A23:01. The binding affinity (normalized) is 0. (5) The peptide sequence is VLGLGLSLK. The MHC is HLA-A11:01 with pseudo-sequence HLA-A11:01. The binding affinity (normalized) is 0.700. (6) The peptide sequence is VTVINEYCQI. The MHC is H-2-Db with pseudo-sequence H-2-Db. The binding affinity (normalized) is 0.572. (7) The peptide sequence is QTDNDIWFW. The MHC is HLA-A02:01 with pseudo-sequence HLA-A02:01. The binding affinity (normalized) is 0.0847. (8) The peptide sequence is IPPSFLQAM. The MHC is HLA-B54:01 with pseudo-sequence HLA-B54:01. The binding affinity (normalized) is 0.237. (9) The peptide sequence is TWVIALGYF. The MHC is HLA-A24:03 with pseudo-sequence HLA-A24:03. The binding affinity (normalized) is 0.539. (10) The peptide sequence is TDVTPNYADIL. The MHC is Mamu-A07 with pseudo-sequence Mamu-A07. The binding affinity (normalized) is 0.